Dataset: Forward reaction prediction with 1.9M reactions from USPTO patents (1976-2016). Task: Predict the product of the given reaction. (1) Given the reactants Cl.Cl.Cl.[NH2:4][CH2:5][CH2:6][N:7]1[C:15]2[C:14]([NH:16][C:17]3[CH:18]=[N:19][C:20]([O:24][C:25]4[CH:30]=[CH:29][CH:28]=[C:27]([C:31]([F:34])([F:33])[F:32])[CH:26]=4)=[C:21]([Cl:23])[CH:22]=3)=[N:13][CH:12]=[N:11][C:10]=2[CH:9]=[CH:8]1.[CH3:35][S:36]([CH2:39][C:40](O)=[O:41])(=[O:38])=[O:37].Cl.C(N=C=NCCCN(C)C)C.ON1C2C=CC=CC=2N=N1, predict the reaction product. The product is: [Cl:23][C:21]1[CH:22]=[C:17]([NH:16][C:14]2[C:15]3[N:7]([CH2:6][CH2:5][NH:4][C:40](=[O:41])[CH2:39][S:36]([CH3:35])(=[O:38])=[O:37])[CH:8]=[CH:9][C:10]=3[N:11]=[CH:12][N:13]=2)[CH:18]=[N:19][C:20]=1[O:24][C:25]1[CH:30]=[CH:29][CH:28]=[C:27]([C:31]([F:33])([F:32])[F:34])[CH:26]=1. (2) Given the reactants [CH2:1]([NH:8][CH2:9][CH2:10][OH:11])[C:2]1[CH:7]=[CH:6][CH:5]=[CH:4][CH:3]=1.C(=O)([O-])[O-].[K+].[K+].[C:18]([O:22][C:23](=[O:26])[CH2:24]Br)([CH3:21])([CH3:20])[CH3:19], predict the reaction product. The product is: [CH2:1]([N:8]([CH2:9][CH2:10][OH:11])[CH2:24][C:23]([O:22][C:18]([CH3:21])([CH3:20])[CH3:19])=[O:26])[C:2]1[CH:7]=[CH:6][CH:5]=[CH:4][CH:3]=1. (3) Given the reactants [F:1][C:2]1[CH:7]=[CH:6][CH:5]=[C:4]([F:8])[C:3]=1[C:9]1[N:14]=[C:13]([NH:15][CH:16]2[CH2:18][CH2:17]2)[N:12]=[C:11](O)[C:10]=1[C:20]#[N:21].O=P(Cl)(Cl)[Cl:24].C([O-])(O)=O.[Na+], predict the reaction product. The product is: [F:1][C:2]1[CH:7]=[CH:6][CH:5]=[C:4]([F:8])[C:3]=1[C:9]1[N:14]=[C:13]([NH:15][CH:16]2[CH2:18][CH2:17]2)[N:12]=[C:11]([Cl:24])[C:10]=1[C:20]#[N:21]. (4) The product is: [CH3:1][O:2][C:3]1[CH:4]=[CH:5][C:6]([CH2:9][C:10]([N:48]2[CH2:49][CH2:50][C:44]3([CH2:43][N:42]([C@H:38]4[C:39]5[C:35](=[CH:34][C:33]([N:31]6[CH:32]=[C:28]([CH3:27])[CH:29]=[N:30]6)=[CH:41][CH:40]=5)[CH2:36][CH2:37]4)[CH2:45]3)[CH2:46][CH2:47]2)=[O:12])=[N:7][CH:8]=1. Given the reactants [CH3:1][O:2][C:3]1[CH:4]=[CH:5][C:6]([CH2:9][C:10]([OH:12])=O)=[N:7][CH:8]=1.C(N1C=CN=C1)(N1C=CN=C1)=O.Cl.Cl.[CH3:27][C:28]1[CH:29]=[N:30][N:31]([C:33]2[CH:34]=[C:35]3[C:39](=[CH:40][CH:41]=2)[C@H:38]([N:42]2[CH2:45][C:44]4([CH2:50][CH2:49][NH:48][CH2:47][CH2:46]4)[CH2:43]2)[CH2:37][CH2:36]3)[CH:32]=1.C(N(CC)CC)C, predict the reaction product. (5) Given the reactants [NH2:1][C:2]1[N:10]=[C:9]2[C:5]([N:6]=[CH:7][N:8]2/[CH:11]=[C:12]2\[C:13]([CH2:17][OH:18])([CH2:15][OH:16])[CH2:14]\2)=[C:4]([NH:19][CH:20]2[CH2:22][CH2:21]2)[N:3]=1.C1(N)CC1, predict the reaction product. The product is: [NH2:1][C:2]1[N:10]=[C:9]2[C:5]([N:6]=[CH:7][N:8]2/[CH:11]=[C:12]2/[C:13]([CH2:17][OH:18])([CH2:15][OH:16])[CH2:14]/2)=[C:4]([NH:19][CH:20]2[CH2:22][CH2:21]2)[N:3]=1. (6) Given the reactants [Cl:1][C:2]1[N:3]=[C:4](Cl)[C:5]2[CH2:10][O:9][CH:8]([C:11]3[CH:16]=[CH:15][C:14]([F:17])=[CH:13][CH:12]=3)[C:6]=2[N:7]=1.Cl.[CH3:20][NH2:21], predict the reaction product. The product is: [Cl:1][C:2]1[N:3]=[C:4]([NH:21][CH3:20])[C:5]2[CH2:10][O:9][CH:8]([C:11]3[CH:16]=[CH:15][C:14]([F:17])=[CH:13][CH:12]=3)[C:6]=2[N:7]=1. (7) Given the reactants Cl.Cl.[NH2:3][CH2:4][CH2:5][CH2:6][CH2:7][CH2:8][CH2:9][CH2:10][CH2:11][CH2:12][N:13]1[CH2:18][CH2:17][CH:16]([O:19][C:20](=[O:34])[NH:21][C:22]2[CH:27]=[CH:26][CH:25]=[CH:24][C:23]=2[C:28]2[CH:33]=[CH:32][CH:31]=[CH:30][CH:29]=2)[CH2:15][CH2:14]1.[OH:35][C:36]1[C:37]([Cl:45])=[C:38]([CH:41]=[CH:42][C:43]=1[Cl:44])[CH:39]=O, predict the reaction product. The product is: [Cl:45][C:37]1[C:36]([OH:35])=[C:43]([Cl:44])[CH:42]=[CH:41][C:38]=1[CH2:39][NH:3][CH2:4][CH2:5][CH2:6][CH2:7][CH2:8][CH2:9][CH2:10][CH2:11][CH2:12][N:13]1[CH2:18][CH2:17][CH:16]([O:19][C:20](=[O:34])[NH:21][C:22]2[CH:27]=[CH:26][CH:25]=[CH:24][C:23]=2[C:28]2[CH:33]=[CH:32][CH:31]=[CH:30][CH:29]=2)[CH2:15][CH2:14]1.